From a dataset of Human Reference Interactome with 51,813 positive PPI pairs across 8,248 proteins, plus equal number of experimentally-validated negative pairs. Binary Classification. Given two protein amino acid sequences, predict whether they physically interact or not. (1) Protein 1 (ENSG00000166183) has sequence XPASRNQRILYTVLECQPLFDSSDMTIAEWVCLAQTIKRHYEQYHGFVVIHGTDTMAFAASMLSFMLENLQKTVILTGAQVPIHALWSDGRENLLGALLMAGQYVIPELLTKDLRGEMTPPSVEERAAARGGHTEAVTMLLQRGVDVNTRDTDGFSPLLLAVRGRHPGVIGLLREAGASLSTQELEEAGTELCRLAYRADLEGLQVWWQAGADLGQPGYDGHSALHVAEAAGNLAVVAFLQSLEGAVGAQAPCPEPSCFQEVLPGV*MARAVGPERRLLAVYTGGTIGMRSELGVLVPGT.... Protein 2 (ENSG00000143185) has sequence MRLLILALLGICSLTAYIVEGVGSEVSHRRTCVSLTTQRLPVSRIKTYTITEGSLRAVIFITKRGLKVCADPQATWVRDVVRSMDRKSNTRNNMIQTKPTGTQQSTNTAVTLTG*. Result: 0 (the proteins do not interact). (2) Protein 1 (ENSG00000179029) has sequence MGRVSGLVPSRFLTLLAHLVVVITLFWSRDSNIQACLPLTFTPEEYDKQDIHPLPLCRLVAALSVTLGLFAVELAGFLSGVSMFNSTQSLISIGAHCSASVALSFFIFERWECTTYWYIFVFCSALPAVTEMALFVTVFGLKKKPF*MGRVSGLVPSRFLTLLAHLVVVITLFWSRDSNIQACLPLTFTPEEYDKQDIHALPAVTEMALFVTVFGLKKKPF*MGRVSGLVPSRFLTLLAHLVVVITLFWSRDSNIQACLPLTFTPEEYDKQDIQLVAALSVTLGLFAVELAGFLSGVSMF.... Protein 2 (ENSG00000184988) has sequence MGTADASFVTCPTCQGSGKIPQELEKQLVALIPYGDQRLKPKHTKLFVFLAVLICLVTSSFIVFFLFPRSVIVQPAGLNSSTVAFDEADIYLNITNILNISNGNYYPIMVTQLTLEVLHLSLVVGQVSNNLLLHIGPLASEQMFYAVATKIRDENTYKICTWLEIKVHHVLLHIQGTLTCSYLSHSEQLVFQSYEYVDCRGNASVPHQLTPHPP*MGKTFSQLGSWREDENKSILSSKPAIGSKAVNYSSTGSSKSFCSCVPCEGTADASFVTCPTCQGSGKIPQELEKQLVALIPYGDQ.... Result: 1 (the proteins interact). (3) Protein 1 (ENSG00000113851) has sequence MAGEGDQQDAAHNMGNHLPLLPAESEEEDEMEVEDQDSKEAKKPNIINFDTSLPTSHTYLGADMEEFHGRTLHDDDSCQVIPVLPQVMMILIPGQTLPLQLFHPQEVSMVRNLIQKDRTFAVLAYSNVQEREAQFGTTAEIYAYREEQDFGIEIVKVKAIGRQRFKVLELRTQSDGIQQAKVQILPECVLPSTMSAVQLESLNKCQIFPSKPVSREDQCSYKWWQKYQKRKFHCANLTSWPRWLYSLYDAETLMDRIKKQLREWDENLKDDSLPSNPIDFSYRVAACLPIDDVLRIQLLK.... Protein 2 (ENSG00000170190) has sequence MPQALERADGSWAWVVLLATMVTQGLTLGFPTCIGIFFTELQWEFQASNSETSWFPSILTAVLHMAGPLCSILVGRFGCRVTVMLGGVLASLGMVASSFSHNLSQLYFTAGFITGLGMCFSFQSSITVLGFYFVRRRVLANALASMGVSLGITLWPLLSRYLLENLGWRGTFLVFGGIFLHCCICGAIIRPVATSVAPETKECPPPPPETPALGCLAACGRTIQRHLAFDILRHNTGYCVYILGVMWSVLGFPLPQVFLVPYAMWHSVDEQQAALLISIIGFSNIFLRPLAGLMAGRPAF.... Result: 0 (the proteins do not interact). (4) Protein 1 (ENSG00000167770) has sequence MAAEEPQQQKQEPLGSDSEGVNCLAYDEAIMAQQDRIQQEIAVQNPLVSERLELSVLYKEYAEDDNIYQQKIKDLHKKYSYIRKTRPDGNCFYRAFGFSHLEALLDDSKELQRRFKAVSAKSKEDLVSQGFTEFTIEDFHNTFMDLIEQVEKQTSVADLLASFNDQSTSDYLVVYLRLLTSGYLQRESKFFEHFIEGGRTVKEFCQQEVEPMCKESDHIHIIALAQALSVSIQVEYMDRGEGGTTNPHIFPEGSEPKVYLLYRPGHYDILYK*MAAEEPQQQKQEPLGSDSEGVNCLAYD.... Result: 0 (the proteins do not interact). Protein 2 (ENSG00000141424) has sequence MARKLSVILILTFALSVTNPLHELKAAAFPQTTEKISPNWESGINVDLAISTRQYHLQQLFYRYGENNSLSVEGFRKLLQNIGIDKIKRIHIHHDHDHHSDHEHHSDHERHSDHEHHSEHEHHSDHDHHSHHNHAASGKNKRKALCPDHDSDSSGKDPRNSQGKGAHRPEHASGRRNVKDSVSASEVTSTVYNTVSEGTHFLETIETPRPGKLFPKDVSSSTPPSVTSKSRVSRLAGRKTNESVSEPRKGFMYSRNTNENPQECFNASKLLTSHGMGIQVPLNATEFNYLCPAIINQIDA.... (5) Protein 1 (ENSG00000109107) has sequence MPHSYPALSAEQKKELSDIALRIVAPGKGILAADESVGSMAKRLSQIGVENTEENRRLYRQVLFSADDRVKKCIGGVIFFHETLYQKDDNGVPFVRTIQDKGIVVGIKVDKGVVPLAGTDGETTTQGLDGLSERCAQYKKDGADFAKWRCVLKISERTPSALAILENANVLARYASICQQNGIVPIVEPEILPDGDHDLKRCQYVTEKVLAAVYKALSDHHVYLEGTLLKPNMVTPGHACPIKYTPEEIAMATVTALRRTVPPAVPGVTFLSGGQSEEEASFNLNAINRCPLPRPWALTF.... Protein 2 (ENSG00000160818) has sequence MNVTPEVKSRGMKFAEEQLLKHGWTQGKGLGRKENGITQALRVTLKQDTHGVGHDPAKEFTNHWWNELFNKTAANLVVETGQDGVQIRSLSKETTRYNHPKPNLLYQKFVKMATLTSGGEKPNKDLESCSDDDNQGSKSPKILTDEMLLQACEGRTAHKAARLGITMKAKLARLEAQEQAFLARLKGQDPGAPQLQSESKPPKKKKKKRRQKEEEEATASERNDADEKHPEHAEQNIRKSKKKKRRHQEGKVSDEREGTTKGNEKEDAAGTSGLGELNSREQTNQSLRKGKKKKRWHHEE.... Result: 0 (the proteins do not interact). (6) Protein 1 (ENSG00000153140) has sequence MSLALRSELVVDKTKRKKRRELSEEQKQEIKDAFELFDTDKDEAIDYHELKVAMRALGFDVKKADVLKILKDYDREATGKITFEDFNEVVTDWILERDPHEEILKAFKLFDDDDSGKISLRNLRRVARELGENMSDEELRAMIEEFDKDGDGEINQEEFIAIMTGDI*ELVVDKTKRKKRRELSEEQKQEIKDAFELFDTDKDEAIDYHELKVAMRALGFDVKKADVLKILKDYDREATGKITFEDFNE*MSLALRSELVVDKTKRKKRRELSEEQKQEIKDAFELFDTDKDEAIDYHEL.... Protein 2 (ENSG00000169744) has sequence MSSTPHDPFYSSPFGPFYRRHTPYMVQPEYRIYEMNKRLQSRTEDSDNLWWDAFATEFFEDDATLTLSFCLEDGPKRYTIGRTLIPRYFSTVFEGGVTDLYYILKHSKESYHNSSITVDCDQCTMVTQHGKPMFTKVCTEGRLILEFTFDDLMRIKTWHFTIRQYRELVPRSILAMHAQDPQVLDQLSKNITRMGLTNFTLNYLRLCVILEPMQELMSRHKTYNLSPRDCLKTCLFQKWQRMVAPPAEPTRQPTTKRRKRKNSTSSTSNSSAGNNANSTGSKKKTTAANLSLSSQVPDVM.... Result: 1 (the proteins interact). (7) Protein 1 (ENSG00000110203) has sequence MAWQMMQLLLLALVTAAGSAQPRSARARTDLLNVCMNAKHHKTQPSPEDELYGQCSPWKKNACCTASTSQELHKDTSRLYNFNWDHCGKMEPTCKRHFIQDSCL*MAWQMMQLLLLALVTAAGSAQPRSARARTDLLNVCMNAKHHKTQPSPEDELYGQCSPWKKNACCTASTSQELHKMDMAWQMMQLLLLALVTAAGSAQPRSARARTDLLNVCMNAKHHKTQPSPEDELYGQCSPWKKNACCTASTSQELHKDTSRLYNFNWDHCGKMEPTCKRHFIQDSCLYECSPNLGPWIRQVN.... Protein 2 (ENSG00000074771) has sequence MMGCWILNEGLSTILVLSWLGINFYLFIDTFYWYEEEESFHYTRVILGSTLAWARASALCLNFNCMLILIPVSRNLISFIRGTSICCRGPWRRQLDKNLRFHKLVAYGIAVNATIHIVAHFFNLERYHWSQSEEAQGLLAALSKLGNTPNESYLNPVRTFPTNTTTELLRTIAGVTGLVISLALVLIMTSSTEFIRQASYELFWYTHHVFIVFFLSLAIHGTGRIVRGQTQDSLSLHNITFCRDRYAEWQTVAQCPVPQFSGKEPSAWKWILGPVVLYACERIIRFWRFQQEVVITKVVS.... Result: 0 (the proteins do not interact). (8) Result: 0 (the proteins do not interact). Protein 2 (ENSG00000109501) has sequence MDSNTAPLGPSCPQPPPAPQPQARSRLNATASLEQERSERPRAPGPQAGPGPGVRDAAAPAEPQAQHTRSRERADGTGPTKGDMEIPFEEVLERAKAGDPKAQTEVGKHYLQLAGDTDEELNSCTAVDWLVLAAKQGRREAVKLLRRCLADRRGITSENEREVRQLSSETDLERAVRKAALVMYWKLNPKKKKQVAVAELLENVGQVNEHDGGAQPGPVPKSLQKQRRMLERLVSSESKNYIALDDFVEITKKYAKGVIPSSLFLQDDEDDDELAGKSPEDLPLRLKVVKYPLHAIMEIK.... Protein 1 (ENSG00000165886) has sequence MGNCVGRQRRERPAAPGHPRKRAGRNEPLKKERLKWKSDYPMTDGQLRSKRDEFWDTAPAFEGRKEIWDALKAAAYAAEANDHELAQAILDGASITLPHGTLCECYDELGNRYQLPIYCLSPPVNLLLEHTEEESLEPPEPPPSVRREFPLKVRLSTGKDVRLSASLPDTVGQLKRQLHAQEGIEPSWQRWFFSGKLLTDRTRLQETKIQKDFVIQVIINQPPPPQD*.